From a dataset of Kir2.1 potassium channel HTS with 301,493 compounds. Binary Classification. Given a drug SMILES string, predict its activity (active/inactive) in a high-throughput screening assay against a specified biological target. (1) The compound is Clc1ccc(CSCC(=O)N2CCN(CC2)Cc2cc3OCOc3cc2)cc1. The result is 0 (inactive). (2) The drug is s1c(N2CCC(CC2)C)nc2c1cc(cc2)C(=O)NCC(OCC)OCC. The result is 0 (inactive). (3) The compound is FC1(F)Oc2c(O1)ccc(NC(=O)COC(=O)c1cc(OC)c(OCc3c(onc3C)C)cc1)c2. The result is 0 (inactive). (4) The drug is Clc1c(N\N=C\c2ccc(OC)cc2)cn[nH]c1=O. The result is 0 (inactive). (5) The compound is S(=O)(=O)(N1CCOCC1)c1cc(C(=O)N2CCN(CC2)c2c(ccc(c2)C)C)c(F)cc1. The result is 0 (inactive). (6) The result is 0 (inactive). The compound is S(=O)(=O)(N1CCN(C2CCCC2)CC1)c1ccc(S(=O)(=O)N)cc1.